This data is from Reaction yield outcomes from USPTO patents with 853,638 reactions. The task is: Predict the reaction yield, written as a fraction of the theoretical maximum amount of product (1.0 means a 100% yield; for example, 0.34 means a 34% yield). (1) The reactants are C[O:2][C:3]([C:5]1([C:8]2[CH:9]=[CH:10][C:11]3[O:15][CH2:14][C:13]([CH3:17])([CH3:16])[C:12]=3[CH:18]=2)[CH2:7][CH2:6]1)=[O:4].[Li+].[OH-].Cl. The catalyst is CO. The product is [CH3:16][C:13]1([CH3:17])[C:12]2[CH:18]=[C:8]([C:5]3([C:3]([OH:4])=[O:2])[CH2:6][CH2:7]3)[CH:9]=[CH:10][C:11]=2[O:15][CH2:14]1. The yield is 0.410. (2) The reactants are [Cl:1][C:2]1[CH:7]=[CH:6][CH:5]=[C:4]([Cl:8])[C:3]=1[CH2:9][CH2:10][C:11]1[C:15]([CH2:16][O:17][C:18]2[CH:23]=[CH:22][C:21]([C:24]3[CH:25]=[C:26]4[C:31](=[CH:32][CH:33]=3)[CH:30]=[C:29]([C:34]([O:36]C)=[O:35])[CH:28]=[CH:27]4)=[CH:20][CH:19]=2)=[C:14]([CH:38]([CH3:40])[CH3:39])[O:13][N:12]=1.CO.[OH-].[Na+]. The catalyst is O1CCCC1. The product is [Cl:1][C:2]1[CH:7]=[CH:6][CH:5]=[C:4]([Cl:8])[C:3]=1[CH2:9][CH2:10][C:11]1[C:15]([CH2:16][O:17][C:18]2[CH:19]=[CH:20][C:21]([C:24]3[CH:25]=[C:26]4[C:31](=[CH:32][CH:33]=3)[CH:30]=[C:29]([C:34]([OH:36])=[O:35])[CH:28]=[CH:27]4)=[CH:22][CH:23]=2)=[C:14]([CH:38]([CH3:40])[CH3:39])[O:13][N:12]=1. The yield is 0.771. (3) The reactants are [CH:1]1([CH2:6][C@H:7]([N:11]2[CH2:19][C:18]3[C:13](=[CH:14][CH:15]=[CH:16][C:17]=3[C:20]([F:23])([F:22])[F:21])[C:12]2=[O:24])[C:8](O)=[O:9])[CH2:5][CH2:4][CH2:3][CH2:2]1.C(Cl)(=O)C(Cl)=O.[C:31]([O:35][C:36](=[O:44])[CH2:37][N:38]1[CH:42]=[CH:41][C:40]([NH2:43])=[N:39]1)([CH3:34])([CH3:33])[CH3:32].N1C(C)=CC=CC=1C. The catalyst is C(Cl)Cl.CN(C)C=O. The product is [C:31]([O:35][C:36](=[O:44])[CH2:37][N:38]1[CH:42]=[CH:41][C:40]([NH:43][C:8](=[O:9])[C@@H:7]([N:11]2[CH2:19][C:18]3[C:13](=[CH:14][CH:15]=[CH:16][C:17]=3[C:20]([F:21])([F:22])[F:23])[C:12]2=[O:24])[CH2:6][CH:1]2[CH2:2][CH2:3][CH2:4][CH2:5]2)=[N:39]1)([CH3:34])([CH3:32])[CH3:33]. The yield is 1.00. (4) The reactants are [Br:1][C:2]1[CH:3]=[C:4]2[C:8](=[CH:9][CH:10]=1)[NH:7][CH:6]=[CH:5]2.[BH3-]C#N.[Na+]. The catalyst is C(O)(=O)C.O. The product is [Br:1][C:2]1[CH:3]=[C:4]2[C:8](=[CH:9][CH:10]=1)[NH:7][CH2:6][CH2:5]2. The yield is 0.710. (5) The reactants are C([N:4]1[C:12]2[CH:11]=[C:10]([Br:13])[CH:9]=[C:8]([C:14]([O:16][CH3:17])=[O:15])[C:7]=2[CH:6]=[N:5]1)(=O)C. The catalyst is CO.Cl. The product is [Br:13][C:10]1[CH:9]=[C:8]([C:14]([O:16][CH3:17])=[O:15])[C:7]2[CH:6]=[N:5][NH:4][C:12]=2[CH:11]=1. The yield is 0.717. (6) The reactants are [NH2:1][CH2:2][C@@H:3]([NH:21][C:22](=[O:34])[C:23]1[CH:28]=[CH:27][C:26]([O:29][CH:30]([CH3:32])[CH3:31])=[C:25]([Cl:33])[CH:24]=1)[CH2:4][C:5]1[CH:10]=[CH:9][C:8]([C:11]2[N:12]=[C:13]3[C:18]([Br:19])=[CH:17][CH:16]=[CH:15][N:14]3[CH:20]=2)=[CH:7][CH:6]=1.CC(OC([NH:42][C@@H:43]([C:45](O)=[O:46])[CH3:44])=O)(C)C.CCN=C=NCCCN(C)C.Cl. The catalyst is C(Cl)Cl.O1CCOCC1. The product is [NH2:42][C@@H:43]([C:45]([NH:1][CH2:2][C@@H:3]([NH:21][C:22](=[O:34])[C:23]1[CH:28]=[CH:27][C:26]([O:29][CH:30]([CH3:32])[CH3:31])=[C:25]([Cl:33])[CH:24]=1)[CH2:4][C:5]1[CH:10]=[CH:9][C:8]([C:11]2[N:12]=[C:13]3[C:18]([Br:19])=[CH:17][CH:16]=[CH:15][N:14]3[CH:20]=2)=[CH:7][CH:6]=1)=[O:46])[CH3:44]. The yield is 0.250. (7) The reactants are [N:1]1[CH:6]=[CH:5][C:4]([CH2:7][CH:8](C(C(OCC)=O)C(OCC)=O)[CH3:9])=[CH:3][CH:2]=1.[C:21](=[O:24])(O)[O-:22].[Na+]. The catalyst is Cl. The product is [N:1]1[CH:6]=[CH:5][C:4]([CH2:7][CH:8]([CH3:9])[C:21]([OH:22])=[O:24])=[CH:3][CH:2]=1. The yield is 0.769.